Dataset: Forward reaction prediction with 1.9M reactions from USPTO patents (1976-2016). Task: Predict the product of the given reaction. (1) The product is: [NH2:21][C:18]([CH3:20])([CH3:19])[CH2:17][NH:16][C:9](=[O:10])[O:11][C:12]([CH3:13])([CH3:14])[CH3:15]. Given the reactants [C:9](O[C:9]([O:11][C:12]([CH3:15])([CH3:14])[CH3:13])=[O:10])([O:11][C:12]([CH3:15])([CH3:14])[CH3:13])=[O:10].[NH2:16][CH2:17][C:18]([NH2:21])([CH3:20])[CH3:19], predict the reaction product. (2) Given the reactants Br[C:2]1[S:6][C:5]2=[N:7][CH:8]=[C:9]([I:10])[N:4]2[N:3]=1.[CH3:11][O:12][C:13]1[CH:14]=[N:15][CH:16]=[C:17](B2OC(C)(C)C(C)(C)O2)[CH:18]=1.C([O-])([O-])=O.[K+].[K+], predict the reaction product. The product is: [I:10][C:9]1[N:4]2[C:5]([S:6][C:2]([C:17]3[CH:16]=[N:15][CH:14]=[C:13]([O:12][CH3:11])[CH:18]=3)=[N:3]2)=[N:7][CH:8]=1. (3) Given the reactants Cl.[C:2](Cl)(=O)[C:3]1[CH:8]=[CH:7][CH:6]=[N:5][CH:4]=1.CC[N:13]([CH:17]([CH3:19])C)[CH:14]([CH3:16])C.CO[C:22]1[CH:27]=CC=[C:24]([NH2:28])[CH:23]=1.[CH2:29](Cl)Cl, predict the reaction product. The product is: [N:13]1[CH:14]=[CH:16][CH:29]=[CH:19][C:17]=1[C:4]1[C:3]([C:2]2[CH:27]=[CH:22][CH:23]=[CH:24][N:28]=2)=[CH:8][CH:7]=[CH:6][N:5]=1. (4) Given the reactants [Br:1][C:2]1[C:10]2[S:9][C:8]([NH2:11])=[N:7][C:6]=2[CH:5]=[CH:4][CH:3]=1.[C:12](OC(=O)C)(=[O:14])[CH3:13], predict the reaction product. The product is: [Br:1][C:2]1[C:10]2[S:9][C:8]([NH:11][C:12](=[O:14])[CH3:13])=[N:7][C:6]=2[CH:5]=[CH:4][CH:3]=1. (5) Given the reactants [O:1]1[CH:6]=[CH:5][CH2:4][CH2:3][CH2:2]1.Br[C:8]1[C:16]2[C:11](=[CH:12][CH:13]=[CH:14][CH:15]=2)[NH:10][N:9]=1, predict the reaction product. The product is: [O:1]1[CH2:2][CH2:3][CH2:4][CH2:5][CH:6]1[N:10]1[C:11]2[C:16](=[CH:15][CH:14]=[CH:13][CH:12]=2)[CH:8]=[N:9]1. (6) Given the reactants [CH:1]([C:4]1[CH:9]=[CH:8][C:7]([N:10]2[C:14](=[O:15])[CH2:13][CH:12]([CH2:16][N:17]3[CH:21]=[C:20]([C:22]4[N:30](COCC[Si](C)(C)C)[C:29]5[C:28](=[O:39])[N:27]([CH2:40][CH2:41][CH3:42])[C:26](=[O:43])[N:25]([CH2:44][CH2:45][CH3:46])[C:24]=5[N:23]=4)[CH:19]=[N:18]3)[CH2:11]2)=[CH:6][CH:5]=1)([CH3:3])[CH3:2].Cl, predict the reaction product. The product is: [CH:1]([C:4]1[CH:9]=[CH:8][C:7]([N:10]2[C:14](=[O:15])[CH2:13][CH:12]([CH2:16][N:17]3[CH:21]=[C:20]([C:22]4[NH:30][C:29]5[C:28](=[O:39])[N:27]([CH2:40][CH2:41][CH3:42])[C:26](=[O:43])[N:25]([CH2:44][CH2:45][CH3:46])[C:24]=5[N:23]=4)[CH:19]=[N:18]3)[CH2:11]2)=[CH:6][CH:5]=1)([CH3:3])[CH3:2]. (7) The product is: [C:1]([N:8]([CH2:16][C:17]1[CH:26]=[CH:25][C:20]([C:21]([OH:23])=[O:22])=[CH:19][N:18]=1)[CH2:9][C:10]1[CH:15]=[CH:14][CH:13]=[CH:12][N:11]=1)([O:3][C:4]([CH3:7])([CH3:6])[CH3:5])=[O:2]. Given the reactants [C:1]([N:8]([CH2:16][C:17]1[CH:26]=[CH:25][C:20]([C:21]([O:23]C)=[O:22])=[CH:19][N:18]=1)[CH2:9][C:10]1[CH:15]=[CH:14][CH:13]=[CH:12][N:11]=1)([O:3][C:4]([CH3:7])([CH3:6])[CH3:5])=[O:2].[OH-].[Na+], predict the reaction product. (8) The product is: [Cl:3][C:4]1[CH:5]=[CH:6][C:7]2[CH2:8][N:9]([CH3:20])[CH2:10][CH:11]([CH2:15][O:16][CH:17]([CH3:19])[CH3:18])[O:12][C:13]=2[N:14]=1. Given the reactants C=O.[Cl:3][C:4]1[CH:5]=[CH:6][C:7]2[CH2:8][NH:9][CH2:10][CH:11]([CH2:15][O:16][CH:17]([CH3:19])[CH3:18])[O:12][C:13]=2[N:14]=1.[C:20](O)(=O)C.C([BH3-])#N.[Na+], predict the reaction product. (9) The product is: [Br:12][CH:13]([CH3:14])[C:6]([C:5]1[CH:9]=[CH:10][C:2]([Br:1])=[CH:3][C:4]=1[Cl:11])=[O:8]. Given the reactants [Br:1][C:2]1[CH:10]=[CH:9][C:5]([C:6]([OH:8])=O)=[C:4]([Cl:11])[CH:3]=1.[Br:12][CH:13](C)[C:14](C1C=CC(Br)=CC=1C)=O, predict the reaction product.